Dataset: Drug-target binding data from BindingDB using IC50 measurements. Task: Regression. Given a target protein amino acid sequence and a drug SMILES string, predict the binding affinity score between them. We predict pIC50 (pIC50 = -log10(IC50 in M); higher means more potent). Dataset: bindingdb_ic50. The small molecule is COc1cc(NC(C)CCCNC(=O)NCCNC(c2ccccc2)(c2ccccc2)c2ccccc2)c2ncccc2c1. The target is SSSEEGLTCRGIPNSISI. The pIC50 is 4.0.